This data is from Reaction yield outcomes from USPTO patents with 853,638 reactions. The task is: Predict the reaction yield, written as a fraction of the theoretical maximum amount of product (1.0 means a 100% yield; for example, 0.34 means a 34% yield). (1) The reactants are [CH2:1]([O:3][C:4]([CH:6]1[CH2:10][CH2:9][CH2:8][C:7]1=O)=[O:5])[CH3:2].[CH3:12][N:13]([CH3:17])[CH2:14][CH2:15][NH2:16]. The catalyst is C(O)C. The product is [CH2:1]([O:3][C:4]([C:6]1[CH2:10][CH2:9][CH2:8][C:7]=1[NH:16][CH2:15][CH2:14][N:13]([CH3:17])[CH3:12])=[O:5])[CH3:2]. The yield is 0.925. (2) The yield is 0.870. The reactants are [C:1]([N:4]1[C:13]2[C:8](=[CH:9][C:10]([Br:14])=[CH:11][CH:12]=2)[CH:7]([NH:15]C=O)[CH2:6][CH:5]1[CH2:18][CH2:19][CH3:20])(=[O:3])[CH3:2].Cl.C([O-])(O)=O.[Na+]. The product is [C:1]([N:4]1[C:13]2[C:8](=[CH:9][C:10]([Br:14])=[CH:11][CH:12]=2)[C@H:7]([NH2:15])[CH2:6][C@@H:5]1[CH2:18][CH2:19][CH3:20])(=[O:3])[CH3:2]. The catalyst is C(O)C. (3) The reactants are [NH2:1][C:2]1[CH:3]=[CH:4][C:5]([C:14]([CH3:18])([CH3:17])[C:15]#[N:16])=[C:6]([C:8]2[CH:13]=[CH:12][CH:11]=[CH:10][CH:9]=2)[CH:7]=1.[CH3:19][O:20][C:21]1[CH:22]=[C:23]([CH:27]=[CH:28][C:29]=1[O:30][CH3:31])[C:24](Cl)=[O:25].C(N(CC)CC)C. The catalyst is C(Cl)Cl. The product is [C:15]([C:14]([CH3:18])([CH3:17])[C:5]1[C:6]([C:8]2[CH:13]=[CH:12][CH:11]=[CH:10][CH:9]=2)=[CH:7][C:2]([NH:1][C:24](=[O:25])[C:23]2[CH:27]=[CH:28][C:29]([O:30][CH3:31])=[C:21]([O:20][CH3:19])[CH:22]=2)=[CH:3][CH:4]=1)#[N:16]. The yield is 0.460. (4) The catalyst is COCCOC.O.C1C=CC([P]([Pd]([P](C2C=CC=CC=2)(C2C=CC=CC=2)C2C=CC=CC=2)([P](C2C=CC=CC=2)(C2C=CC=CC=2)C2C=CC=CC=2)[P](C2C=CC=CC=2)(C2C=CC=CC=2)C2C=CC=CC=2)(C2C=CC=CC=2)C2C=CC=CC=2)=CC=1. The reactants are Br[C:2]1[NH:3][C:4]2[C:9]([C:10]=1[CH:11]1[CH2:16][CH2:15][CH2:14][CH2:13][CH2:12]1)=[CH:8][CH:7]=[C:6]([C:17]([O:19][CH3:20])=[O:18])[CH:5]=2.[Cl:21][C:22]1[CH:23]=[CH:24][C:25](B2OC(C)(C)C(C)(C)O2)=[C:26]([NH2:28])[CH:27]=1.C(=O)([O-])O.[Na+]. The product is [NH2:28][C:26]1[CH:27]=[C:22]([Cl:21])[CH:23]=[CH:24][C:25]=1[C:2]1[NH:3][C:4]2[C:9]([C:10]=1[CH:11]1[CH2:16][CH2:15][CH2:14][CH2:13][CH2:12]1)=[CH:8][CH:7]=[C:6]([C:17]([O:19][CH3:20])=[O:18])[CH:5]=2. The yield is 1.00. (5) The reactants are [CH3:1][O:2][C:3](=[O:11])[CH2:4][CH2:5][CH2:6][C:7]#[C:8][CH2:9]O.C1(P(C2C=CC=CC=2)C2C=CC=CC=2)C=CC=CC=1.N1C=CN=C1.[I:36]I. The catalyst is ClCCl. The product is [CH3:1][O:2][C:3](=[O:11])[CH2:4][CH2:5][CH2:6][C:7]#[C:8][CH2:9][I:36]. The yield is 0.830.